From a dataset of Forward reaction prediction with 1.9M reactions from USPTO patents (1976-2016). Predict the product of the given reaction. (1) Given the reactants Cl.[CH:2]1([C:7]2[N:8]=[CH:9][NH:10][C:11]=2[NH2:12])[CH2:6][CH2:5][CH2:4][CH2:3]1.[C:13]([O:16][CH2:17][C:18](=[N:21][C:22]([O:24][CH2:25][CH3:26])=[O:23])OC)(=[O:15])[CH3:14].C(N(CC)CC)C, predict the reaction product. The product is: [C:13]([O:16][CH2:17][C:18]([NH:12][C:11]1[NH:10][CH:9]=[N:8][C:7]=1[CH:2]1[CH2:3][CH2:4][CH2:5][CH2:6]1)=[N:21][C:22]([O:24][CH2:25][CH3:26])=[O:23])(=[O:15])[CH3:14]. (2) The product is: [CH3:1][S:2][C:5]1[CH:6]=[CH:7][C:8]([N+:14]([O-:16])=[O:15])=[C:9]([CH:13]=1)[C:10]([OH:12])=[O:11]. Given the reactants [CH3:1][SH:2].[Na].F[C:5]1[CH:6]=[CH:7][C:8]([N+:14]([O-:16])=[O:15])=[C:9]([CH:13]=1)[C:10]([OH:12])=[O:11].C(O)C.Cl, predict the reaction product. (3) Given the reactants [CH3:1][Si:2]1([CH2:7][CH:8]([C:13]#[N:14])[CH2:9][C:10]([OH:12])=[O:11])[CH2:6][CH2:5][CH2:4][CH2:3]1, predict the reaction product. The product is: [NH2:14][CH2:13][CH:8]([CH2:7][Si:2]1([CH3:1])[CH2:6][CH2:5][CH2:4][CH2:3]1)[CH2:9][C:10]([OH:12])=[O:11]. (4) Given the reactants [F:1][CH2:2][CH:3]1[CH2:8][NH:7][CH2:6][CH2:5][N:4]1[CH3:9].Br[C:11]1[CH:12]=[CH:13][C:14]([N+:17]([O-:19])=[O:18])=[N:15][CH:16]=1.C(=O)([O-])[O-].[Cs+].[Cs+].CC1(C)C2C(=C(P(C3C=CC=CC=3)C3C=CC=CC=3)C=CC=2)OC2C(P(C3C=CC=CC=3)C3C=CC=CC=3)=CC=CC1=2, predict the reaction product. The product is: [F:1][CH2:2][CH:3]1[CH2:8][N:7]([C:11]2[CH:16]=[N:15][C:14]([N+:17]([O-:19])=[O:18])=[CH:13][CH:12]=2)[CH2:6][CH2:5][N:4]1[CH3:9]. (5) Given the reactants [CH3:1][O:2][C:3]1[CH:4]=[C:5]([C@H:11]2[CH2:16][CH2:15][CH2:14][CH2:13][C@H:12]2[NH:17][C:18](=O)[C:19]2[CH:24]=[CH:23][C:22]([O:25][CH3:26])=[N:21][C:20]=2[O:27][CH3:28])[CH:6]=[CH:7][C:8]=1[O:9][CH3:10].P(Cl)(Cl)(Cl)(Cl)Cl.[OH-].[Na+].O, predict the reaction product. The product is: [CH3:28][O:27][C:20]1[C:19]([C:18]2[C:6]3[C:5](=[CH:4][C:3]([O:2][CH3:1])=[C:8]([O:9][CH3:10])[CH:7]=3)[C@@H:11]3[C@@H:12]([CH2:13][CH2:14][CH2:15][CH2:16]3)[N:17]=2)=[CH:24][CH:23]=[C:22]([O:25][CH3:26])[N:21]=1. (6) Given the reactants [NH2:1][C:2]1[C:21]([C:22]2[CH:23]=[CH:24][C:25]3[O:38][CH2:37][N:28]4[C:29]5[CH:30]=[CH:31][CH:32]=[C:33]([F:36])[C:34]=5[CH:35]=[C:27]4[C:26]=3[N:39]=2)=[CH:20][C:5]2[C:6]([C:16]([NH:18][CH3:19])=[O:17])=[C:7]([C:9]3[CH:14]=[CH:13][C:12]([F:15])=[CH:11][CH:10]=3)[O:8][C:4]=2[CH:3]=1.CCN(CC)CC.[Cl:47][CH2:48][CH2:49][CH2:50][S:51](Cl)(=[O:53])=[O:52], predict the reaction product. The product is: [Cl:47][CH2:48][CH2:49][CH2:50][S:51]([NH:1][C:2]1[C:21]([C:22]2[CH:23]=[CH:24][C:25]3[O:38][CH2:37][N:28]4[C:29]5[CH:30]=[CH:31][CH:32]=[C:33]([F:36])[C:34]=5[CH:35]=[C:27]4[C:26]=3[N:39]=2)=[CH:20][C:5]2[C:6]([C:16]([NH:18][CH3:19])=[O:17])=[C:7]([C:9]3[CH:14]=[CH:13][C:12]([F:15])=[CH:11][CH:10]=3)[O:8][C:4]=2[CH:3]=1)(=[O:53])=[O:52].